This data is from NCI-60 drug combinations with 297,098 pairs across 59 cell lines. The task is: Regression. Given two drug SMILES strings and cell line genomic features, predict the synergy score measuring deviation from expected non-interaction effect. (1) Drug 1: CC12CCC(CC1=CCC3C2CCC4(C3CC=C4C5=CN=CC=C5)C)O. Drug 2: CC(C)NC(=O)C1=CC=C(C=C1)CNNC.Cl. Cell line: IGROV1. Synergy scores: CSS=-3.72, Synergy_ZIP=-0.492, Synergy_Bliss=-4.05, Synergy_Loewe=-10.6, Synergy_HSA=-6.73. (2) Drug 1: C1CCN(CC1)CCOC2=CC=C(C=C2)C(=O)C3=C(SC4=C3C=CC(=C4)O)C5=CC=C(C=C5)O. Drug 2: C1CC(=O)NC(=O)C1N2CC3=C(C2=O)C=CC=C3N. Cell line: RPMI-8226. Synergy scores: CSS=8.32, Synergy_ZIP=4.69, Synergy_Bliss=5.39, Synergy_Loewe=1.14, Synergy_HSA=1.94. (3) Synergy scores: CSS=-4.76, Synergy_ZIP=1.75, Synergy_Bliss=-2.36, Synergy_Loewe=-7.31, Synergy_HSA=-6.58. Drug 2: CS(=O)(=O)CCNCC1=CC=C(O1)C2=CC3=C(C=C2)N=CN=C3NC4=CC(=C(C=C4)OCC5=CC(=CC=C5)F)Cl. Drug 1: CNC(=O)C1=CC=CC=C1SC2=CC3=C(C=C2)C(=NN3)C=CC4=CC=CC=N4. Cell line: UACC-257.